This data is from Forward reaction prediction with 1.9M reactions from USPTO patents (1976-2016). The task is: Predict the product of the given reaction. (1) Given the reactants [CH2:1]([O:8][CH2:9][CH:10]=O)[C:2]1[CH:7]=[CH:6][CH:5]=[CH:4][CH:3]=1.[C-]#[N:13].[Na+].[Cl-].[NH4+].[N:17]1[CH:22]=CC=CC=1.[C:23](Cl)(=[O:27])[CH2:24][CH2:25][CH3:26], predict the reaction product. The product is: [C:22]([CH:10]([NH:13][C:23](=[O:27])[CH2:24][CH2:25][CH3:26])[CH2:9][O:8][CH2:1][C:2]1[CH:3]=[CH:4][CH:5]=[CH:6][CH:7]=1)#[N:17]. (2) Given the reactants [Cl:1][C:2]1[C:10]([C:11]#[N:12])=[CH:9][CH:8]=[C:7]2[C:3]=1[CH:4]=[C:5]([CH:13]([F:15])[F:14])[NH:6]2.Br[CH2:17][C:18]([O:20][CH3:21])=[O:19].C([O-])([O-])=O.[Cs+].[Cs+], predict the reaction product. The product is: [Cl:1][C:2]1[C:10]([C:11]#[N:12])=[CH:9][CH:8]=[C:7]2[C:3]=1[CH:4]=[C:5]([CH:13]([F:14])[F:15])[N:6]2[CH2:17][C:18]([O:20][CH3:21])=[O:19]. (3) Given the reactants [OH:1][C:2]1[CH:3]=[C:4]([CH:9]=[CH:10][CH:11]=1)[C:5]([O:7][CH3:8])=[O:6].F[C:13]1[CH:18]=[CH:17][C:16]([N+:19]([O-:21])=[O:20])=[CH:15][C:14]=1[CH3:22].C(=O)([O-])[O-].[K+].[K+].CN(C)C=O, predict the reaction product. The product is: [CH3:22][C:14]1[CH:15]=[C:16]([N+:19]([O-:21])=[O:20])[CH:17]=[CH:18][C:13]=1[O:1][C:2]1[CH:3]=[C:4]([CH:9]=[CH:10][CH:11]=1)[C:5]([O:7][CH3:8])=[O:6]. (4) Given the reactants [CH3:1][O:2][C:3]1[C:4]([NH:15][C:16](=[O:20])OCC)=[N:5][C:6]2[C:11]([N:12]=1)=[CH:10][C:9]([O:13][CH3:14])=[CH:8][CH:7]=2.[C:21]1([N:27]2[CH2:32][CH2:31][NH:30][CH2:29][CH2:28]2)[CH:26]=[CH:25][CH:24]=[CH:23][CH:22]=1.C1CCN2C(=NCCC2)CC1, predict the reaction product. The product is: [CH3:1][O:2][C:3]1[C:4]([NH:15][C:16]([N:30]2[CH2:31][CH2:32][N:27]([C:21]3[CH:26]=[CH:25][CH:24]=[CH:23][CH:22]=3)[CH2:28][CH2:29]2)=[O:20])=[N:5][C:6]2[C:11]([N:12]=1)=[CH:10][C:9]([O:13][CH3:14])=[CH:8][CH:7]=2.